From a dataset of Forward reaction prediction with 1.9M reactions from USPTO patents (1976-2016). Predict the product of the given reaction. (1) Given the reactants [F:1][C:2]([F:22])([F:21])[O:3][C:4]1[CH:9]=[CH:8][C:7]([C:10]2[CH:11]=[C:12]([C:16]([O:18][CH2:19][CH3:20])=[O:17])[CH:13]=[N:14][CH:15]=2)=[CH:6][CH:5]=1.[H][H], predict the reaction product. The product is: [F:22][C:2]([F:1])([F:21])[O:3][C:4]1[CH:9]=[CH:8][C:7]([CH:10]2[CH2:15][NH:14][CH2:13][CH:12]([C:16]([O:18][CH2:19][CH3:20])=[O:17])[CH2:11]2)=[CH:6][CH:5]=1. (2) Given the reactants O[C:2]1([C:9]2[CH:14]=[CH:13][CH:12]=[C:11](SC)[CH:10]=2)[CH2:7][CH2:6][C:5](=[O:8])[CH2:4][CH2:3]1.[CH3:17]C[N+](S(N=C(OC)[O-])(=O)=O)(CC)CC.O.O[O:34][S:35]([O-:37])=O.[K+], predict the reaction product. The product is: [CH3:17][S:35]([C:11]1[CH:10]=[C:9]([C:2]2[CH2:7][CH2:6][C:5](=[O:8])[CH2:4][CH:3]=2)[CH:14]=[CH:13][CH:12]=1)(=[O:37])=[O:34]. (3) Given the reactants [CH2:1]([O:8][C:9]1[C:14]([C:15]2[C:20]3[N:21]([CH2:33][C@H:34]4[CH2:39][CH2:38][C@H:37]([CH3:40])[CH2:36][CH2:35]4)[C:22]([N:24]4[CH2:29][CH2:28][O:27][C@@H:26]5[CH2:30][CH2:31][CH2:32][C@@H:25]45)=[N:23][C:19]=3[CH:18]=[C:17](Cl)[N:16]=2)=[CH:13][C:12]([Cl:42])=[CH:11][N:10]=1)[C:2]1[CH:7]=[CH:6][CH:5]=[CH:4][CH:3]=1.C[C:44]([N:46](C)C)=O, predict the reaction product. The product is: [CH2:1]([O:8][C:9]1[C:14]([C:15]2[C:20]3[N:21]([CH2:33][C@H:34]4[CH2:39][CH2:38][C@H:37]([CH3:40])[CH2:36][CH2:35]4)[C:22]([N:24]4[CH2:29][CH2:28][O:27][C@@H:26]5[CH2:30][CH2:31][CH2:32][C@@H:25]45)=[N:23][C:19]=3[CH:18]=[C:17]([C:44]#[N:46])[N:16]=2)=[CH:13][C:12]([Cl:42])=[CH:11][N:10]=1)[C:2]1[CH:7]=[CH:6][CH:5]=[CH:4][CH:3]=1. (4) Given the reactants [Br:1][C:2]1[CH:3]=[CH:4][C:5]2[CH2:12][NH:11][C:10]3[CH:13]=[CH:14][C:15]([Cl:17])=[CH:16][C:9]=3[CH:8]=[CH:7][C:6]=2[CH:18]=1.N1C=CC=CC=1.[CH3:25][S:26](Cl)(=[O:28])=[O:27], predict the reaction product. The product is: [Br:1][C:2]1[CH:3]=[CH:4][C:5]2[CH2:12][N:11]([S:26]([CH3:25])(=[O:28])=[O:27])[C:10]3[CH:13]=[CH:14][C:15]([Cl:17])=[CH:16][C:9]=3[CH:8]=[CH:7][C:6]=2[CH:18]=1. (5) Given the reactants [C:1](Cl)(=O)[C:2]([Cl:4])=[O:3].[CH3:7][O:8][C:9]([CH:11]1[CH:13](C)[CH:12]1C(O)=O)=[O:10], predict the reaction product. The product is: [C:2]([CH:1]1[CH:12]([CH3:13])[CH:11]1[C:9]([O:8][CH3:7])=[O:10])([Cl:4])=[O:3].